From a dataset of Forward reaction prediction with 1.9M reactions from USPTO patents (1976-2016). Predict the product of the given reaction. (1) Given the reactants [CH3:1][N:2]([CH3:29])[C:3]1[N:8]=[CH:7][C:6]([C:9]2[C:22]3[C:17](=[CH:18][C:19]([O:25][CH2:26][CH3:27])=[C:20]([O:23][CH3:24])[CH:21]=3)[C@@H:16]3[C@@H:11]([CH2:12][CH2:13][C@@H:14]([OH:28])[CH2:15]3)[N:10]=2)=[CH:5][N:4]=1.[C:30]([OH:37])(=[O:36])/[CH:31]=[CH:32]/[C:33]([OH:35])=[O:34], predict the reaction product. The product is: [C:30]([OH:37])(=[O:36])/[CH:31]=[CH:32]/[C:33]([OH:35])=[O:34].[CH3:29][N:2]([CH3:1])[C:3]1[N:4]=[CH:5][C:6]([C:9]2[C:22]3[C:17](=[CH:18][C:19]([O:25][CH2:26][CH3:27])=[C:20]([O:23][CH3:24])[CH:21]=3)[C@@H:16]3[C@@H:11]([CH2:12][CH2:13][C@@H:14]([OH:28])[CH2:15]3)[N:10]=2)=[CH:7][N:8]=1. (2) Given the reactants [O-2].[Ce+3:2].[O-2].[O-2].[Ce+3].[Sm:6].[N+]([O-])([O-])=O.[Ce+3].[N+]([O-])([O-])=O.[N+]([O-])([O-])=O.[N+]([O-])([O-])=O.[Sm+3].[N+]([O-])([O-])=O.[N+]([O-])([O-])=O.[C:33](=[O:36])([O-:35])[OH:34].[NH4+], predict the reaction product. The product is: [C:33](=[O:34])([O-:36])[O-:35].[Ce+3:2].[Sm+3:6].[C:33](=[O:34])([O-:36])[O-:35].[C:33](=[O:34])([O-:36])[O-:35]. (3) The product is: [OH:12][C:3]1[CH:4]=[C:5]([C:6]([O:8][CH3:9])=[O:7])[CH:10]=[CH:11][C:2]=1[C:14]1[CH:15]=[CH:16][CH:17]=[CH:18][C:13]=1[CH3:22]. Given the reactants Br[C:2]1[CH:11]=[CH:10][C:5]([C:6]([O:8][CH3:9])=[O:7])=[CH:4][C:3]=1[OH:12].[C:13]1([CH3:22])[CH:18]=[CH:17][CH:16]=[CH:15][C:14]=1B(O)O.C(=O)([O-])[O-].[K+].[K+], predict the reaction product. (4) Given the reactants [I:1][C:2]1[N:3]=[CH:4][N:5]([CH3:8])[C:6]=1I.C([Mg]Br)C.[CH2:13]([Sn:17](Cl)([CH2:22][CH2:23][CH2:24][CH3:25])[CH2:18][CH2:19][CH2:20][CH3:21])[CH2:14][CH2:15][CH3:16].[NH4+].[Cl-], predict the reaction product. The product is: [CH2:22]([Sn:17]([CH2:13][CH2:14][CH2:15][CH3:16])([CH2:18][CH2:19][CH2:20][CH3:21])[C:6]1[N:5]([CH3:8])[CH:4]=[N:3][C:2]=1[I:1])[CH2:23][CH2:24][CH3:25]. (5) Given the reactants [OH:1][C:2]1([CH2:36][CH2:37][OH:38])[CH2:7][CH2:6][CH:5]([N:8]2[C:13](=[O:14])[C:12]([CH2:15][C:16]3[CH:21]=[CH:20][C:19]([C:22]4[C:23]([C:28]#[N:29])=[CH:24][CH:25]=[CH:26][CH:27]=4)=[CH:18][CH:17]=3)=[C:11]([CH2:30][CH2:31][CH3:32])[N:10]3[N:33]=[CH:34][N:35]=[C:9]23)[CH2:4][CH2:3]1.FC(F)(F)S(O[Si](C(C)(C)C)(C)C)(=O)=O.[N:54]1C(C)=CC=CC=1C.[Cl-].O[NH3+].[C:65](=[O:68])([O-])[OH:66].[Na+], predict the reaction product. The product is: [OH:1][C:2]1([CH2:36][CH2:37][OH:38])[CH2:3][CH2:4][CH:5]([N:8]2[C:13](=[O:14])[C:12]([CH2:15][C:16]3[CH:17]=[CH:18][C:19]([C:22]4[CH:27]=[CH:26][CH:25]=[CH:24][C:23]=4[C:28]4[NH:54][C:65](=[O:68])[O:66][N:29]=4)=[CH:20][CH:21]=3)=[C:11]([CH2:30][CH2:31][CH3:32])[N:10]3[N:33]=[CH:34][N:35]=[C:9]23)[CH2:6][CH2:7]1. (6) Given the reactants [Cl-].O[NH3+:3].[C:4](=[O:7])([O-])[OH:5].[Na+].CS(C)=O.[CH2:13]([C:17]1[N:18]=[C:19]([CH2:49][CH3:50])[N:20]([C:40]2[CH:41]=[CH:42][C:43]3[O:47][CH2:46][CH2:45][C:44]=3[CH:48]=2)[C:21](=[O:39])[C:22]=1[CH2:23][C:24]1[CH:29]=[CH:28][C:27]([C:30]2[C:31]([C:36]#[N:37])=[CH:32][CH:33]=[CH:34][CH:35]=2)=[CH:26][C:25]=1[F:38])[CH2:14][CH2:15][CH3:16], predict the reaction product. The product is: [CH2:13]([C:17]1[N:18]=[C:19]([CH2:49][CH3:50])[N:20]([C:40]2[CH:41]=[CH:42][C:43]3[O:47][CH2:46][CH2:45][C:44]=3[CH:48]=2)[C:21](=[O:39])[C:22]=1[CH2:23][C:24]1[CH:29]=[CH:28][C:27]([C:30]2[CH:35]=[CH:34][CH:33]=[CH:32][C:31]=2[C:36]2[NH:3][C:4](=[O:7])[O:5][N:37]=2)=[CH:26][C:25]=1[F:38])[CH2:14][CH2:15][CH3:16].